This data is from Full USPTO retrosynthesis dataset with 1.9M reactions from patents (1976-2016). The task is: Predict the reactants needed to synthesize the given product. (1) The reactants are: [CH3:1][N:2]([CH3:17])[CH2:3][CH2:4][CH2:5][C:6]1[C:14]2[CH2:13][CH2:12][CH2:11][CH2:10][C:9]=2[NH:8][C:7]=1[CH:15]=O.[CH3:18][NH:19][S:20]([C:23]1[CH:24]=[C:25]2[C:29](=[CH:30][CH:31]=1)[NH:28][C:27](=[O:32])[CH2:26]2)(=[O:22])=[O:21].N1CCCCC1. Given the product [CH3:18][NH:19][S:20]([C:23]1[CH:24]=[C:25]2[C:29](=[CH:30][CH:31]=1)[NH:28][C:27](=[O:32])/[C:26]/2=[CH:15]\[C:7]1[NH:8][C:9]2[CH2:10][CH2:11][CH2:12][CH2:13][C:14]=2[C:6]=1[CH2:5][CH2:4][CH2:3][N:2]([CH3:17])[CH3:1])(=[O:22])=[O:21], predict the reactants needed to synthesize it. (2) Given the product [N+:13]([C:10]1[CH:9]=[CH:8][C:7]([O:6][CH:4]([CH3:5])[C:3]([OH:16])=[O:2])=[CH:12][CH:11]=1)([O-:15])=[O:14], predict the reactants needed to synthesize it. The reactants are: C[O:2][C:3](=[O:16])[CH:4]([O:6][C:7]1[CH:12]=[CH:11][C:10]([N+:13]([O-:15])=[O:14])=[CH:9][CH:8]=1)[CH3:5]. (3) The reactants are: [Br:1][C:2]1[CH:3]=[C:4]2[C:9](=[N:10][C:11]=1[O:12]C)[N:8]([C@@H:14]([CH:24]([CH3:26])[CH3:25])[CH2:15][O:16][Si:17]([C:20]([CH3:23])([CH3:22])[CH3:21])([CH3:19])[CH3:18])[CH:7]=[C:6]([C:27]([OH:29])=[O:28])[C:5]2=[O:30].N1CCO[CH2:33][CH2:32]1.C([O-])([O-])=O.[K+].[K+]. Given the product [Br:1][C:2]1[CH:3]=[C:4]2[C:9](=[N:10][C:11]=1[OH:12])[N:8]([C@@H:14]([CH:24]([CH3:26])[CH3:25])[CH2:15][O:16][Si:17]([C:20]([CH3:22])([CH3:23])[CH3:21])([CH3:19])[CH3:18])[CH:7]=[C:6]([C:27]([O:29][CH2:32][CH3:33])=[O:28])[C:5]2=[O:30], predict the reactants needed to synthesize it. (4) Given the product [CH:21]([N:16]1[C:17](=[O:20])[CH:18]=[CH:19][C:14]([C:27]#[C:26][Si:28]([CH3:31])([CH3:30])[CH3:29])=[N:15]1)([CH3:23])[CH3:22], predict the reactants needed to synthesize it. The reactants are: C(N(CC)CC)C.FC(F)(F)S(O[C:14]1[CH:19]=[CH:18][C:17](=[O:20])[N:16]([CH:21]([CH3:23])[CH3:22])[N:15]=1)(=O)=O.[C:26]([Si:28]([CH3:31])([CH3:30])[CH3:29])#[CH:27].O. (5) The reactants are: [F:1][C:2]1[CH:7]=[CH:6][CH:5]=[CH:4][C:3]=1[C:8]1[O:12][C:11]([C:13]2[C:14]([NH2:34])=[N:15][CH:16]=[C:17]([C:19]3[CH:24]=[CH:23][C:22]([S:25]([CH:28]4[CH2:33]COC[CH2:29]4)(=[O:27])=[O:26])=[CH:21][CH:20]=3)[N:18]=2)=[N:10][N:9]=1.N[C:36]1[N:37]=[CH:38]C(C2C=CC(S(C(C)CCO)(=O)=O)=CC=2)=NC=1C1OC(C2C=CC=CC=2F)=NN=1.CN(C)CCC(S(C1C=CC(C2N=C(C3OC(C4C=CC=CC=4F)=NN=3)C(N)=NC=2)=CC=1)(=O)=O)C.FC1C=CC=CC=1C1OC(C2C(N)=NC=C(C3C=CC(S(C4CCOC4)(=O)=O)=CC=3)N=2)=NN=1. Given the product [CH3:36][N:37]([CH3:38])[CH2:29][CH:28]([S:25]([C:22]1[CH:23]=[CH:24][C:19]([C:17]2[N:18]=[C:13]([C:11]3[O:12][C:8]([C:3]4[CH:4]=[CH:5][CH:6]=[CH:7][C:2]=4[F:1])=[N:9][N:10]=3)[C:14]([NH2:34])=[N:15][CH:16]=2)=[CH:20][CH:21]=1)(=[O:27])=[O:26])[CH3:33], predict the reactants needed to synthesize it. (6) Given the product [CH3:1][O:2][C:3](=[O:14])[C:4]1[CH:9]=[CH:8][C:7]([N+:10]([O-:12])=[O:11])=[CH:6][C:5]=1[O:13][CH2:35][CH2:36][NH:37][C:38]([O:39][C:40]([CH3:43])([CH3:42])[CH3:41])=[O:44], predict the reactants needed to synthesize it. The reactants are: [CH3:1][O:2][C:3](=[O:14])[C:4]1[CH:9]=[CH:8][C:7]([N+:10]([O-:12])=[O:11])=[CH:6][C:5]=1[OH:13].C1(P(C2C=CC=CC=2)C2C=CC=CC=2)C=CC=CC=1.O[CH2:35][CH2:36][NH:37][C:38](=[O:44])[O:39][C:40]([CH3:43])([CH3:42])[CH3:41].N(C(OC(C)C)=O)=NC(OC(C)C)=O.